Dataset: Experimentally validated miRNA-target interactions with 360,000+ pairs, plus equal number of negative samples. Task: Binary Classification. Given a miRNA mature sequence and a target amino acid sequence, predict their likelihood of interaction. The miRNA is hsa-miR-6879-3p with sequence UGUCACCCGCUCCUUGCCCAG. The protein sequence of the target gene is MALQRTHSLLLLLLLTLLGLGLVQPSYGQDGMYQRFLRQHVHPEETGGSDRYCNLMMQRRKMTLYHCKRFNTFIHEDIWNIRSICSTTNIQCKNGKMNCHEGVVKVTDCRDTGSSRAPNCRYRAIASTRRVVIACEGNPQVPVHFDG. Result: 0 (no interaction).